From a dataset of Forward reaction prediction with 1.9M reactions from USPTO patents (1976-2016). Predict the product of the given reaction. Given the reactants [Cl:1][C:2]1[CH:3]=[C:4]([CH:9]([CH2:18][CH:19]2[CH2:23][CH2:22][C:21](=O)[CH2:20]2)[C:10]([NH:12][C:13]2[S:14][CH:15]=[CH:16][N:17]=2)=[O:11])[CH:5]=[CH:6][C:7]=1[Cl:8].Cl.[CH3:26][O:27][NH2:28], predict the reaction product. The product is: [Cl:1][C:2]1[CH:3]=[C:4]([CH:9]([CH2:18][CH:19]2[CH2:23][CH2:22][C:21](=[N:28][O:27][CH3:26])[CH2:20]2)[C:10]([NH:12][C:13]2[S:14][CH:15]=[CH:16][N:17]=2)=[O:11])[CH:5]=[CH:6][C:7]=1[Cl:8].